Dataset: Peptide-MHC class II binding affinity with 134,281 pairs from IEDB. Task: Regression. Given a peptide amino acid sequence and an MHC pseudo amino acid sequence, predict their binding affinity value. This is MHC class II binding data. The peptide sequence is AMATAGTTVYGAFAA. The MHC is HLA-DPA10103-DPB10401 with pseudo-sequence HLA-DPA10103-DPB10401. The binding affinity (normalized) is 0.198.